Dataset: Peptide-MHC class I binding affinity with 185,985 pairs from IEDB/IMGT. Task: Regression. Given a peptide amino acid sequence and an MHC pseudo amino acid sequence, predict their binding affinity value. This is MHC class I binding data. (1) The binding affinity (normalized) is 0.286. The MHC is HLA-A31:01 with pseudo-sequence HLA-A31:01. The peptide sequence is KSAQVPLPL. (2) The peptide sequence is YQAENSTAE. The MHC is HLA-B40:01 with pseudo-sequence HLA-B40:01. The binding affinity (normalized) is 0.213. (3) The peptide sequence is QYAEMWAQDAA. The MHC is HLA-A29:02 with pseudo-sequence HLA-A29:02. The binding affinity (normalized) is 0. (4) The peptide sequence is YLKDQQLL. The MHC is HLA-B18:01 with pseudo-sequence HLA-B18:01. The binding affinity (normalized) is 0.